This data is from Full USPTO retrosynthesis dataset with 1.9M reactions from patents (1976-2016). The task is: Predict the reactants needed to synthesize the given product. (1) Given the product [F:30][C:27]1[CH:28]=[CH:29][C:24]([C:11]2[C:10]3[C:5](=[CH:6][CH:7]=[CH:8][CH:9]=3)[N:4]([CH:2]([CH3:3])[CH3:1])[C:12]=2/[CH:13]=[CH:14]/[C@@H:15]([OH:23])[CH2:16][C@@H:17]([OH:22])[CH2:18][C:19]([NH:31][OH:32])=[O:20])=[CH:25][CH:26]=1, predict the reactants needed to synthesize it. The reactants are: [CH3:1][CH:2]([N:4]1[C:12](/[CH:13]=[CH:14]/[CH:15]([OH:23])[CH2:16][CH:17]([OH:22])[CH2:18][C:19](O)=[O:20])=[C:11]([C:24]2[CH:25]=[CH:26][C:27]([F:30])=[CH:28][CH:29]=2)[C:10]2[CH:9]=[CH:8][CH:7]=[CH:6][C:5]1=2)[CH3:3].[NH2:31][OH:32].O.CO. (2) Given the product [C:1]([O:4][CH:5]1[C:9]2=[N:10][CH:11]=[C:12]([NH:28][C:50]([C:38]3[N:39]=[C:40]([C:42]4[C:47]([F:48])=[CH:46][CH:45]=[CH:44][C:43]=4[F:49])[S:41][C:37]=3[NH:36][C:34]([O:33][C:29]([CH3:32])([CH3:31])[CH3:30])=[O:35])=[O:51])[C:13]([N:14]3[CH2:19][CH2:18][CH2:17][C@H:16]([NH:20][C:21]([O:23][C:24]([CH3:27])([CH3:26])[CH3:25])=[O:22])[CH2:15]3)=[C:8]2[CH2:7][CH2:6]1)(=[O:3])[CH3:2], predict the reactants needed to synthesize it. The reactants are: [C:1]([O:4][CH:5]1[C:9]2=[N:10][CH:11]=[C:12]([NH2:28])[C:13]([N:14]3[CH2:19][CH2:18][CH2:17][C@H:16]([NH:20][C:21]([O:23][C:24]([CH3:27])([CH3:26])[CH3:25])=[O:22])[CH2:15]3)=[C:8]2[CH2:7][CH2:6]1)(=[O:3])[CH3:2].[C:29]([O:33][C:34]([NH:36][C:37]1[S:41][C:40]([C:42]2[C:47]([F:48])=[CH:46][CH:45]=[CH:44][C:43]=2[F:49])=[N:39][C:38]=1[C:50](O)=[O:51])=[O:35])([CH3:32])([CH3:31])[CH3:30].CN(C(ON1N=NC2C=CC=NC1=2)=[N+](C)C)C.F[P-](F)(F)(F)(F)F.CCN(C(C)C)C(C)C. (3) Given the product [F:1][C:2]1[CH:7]=[C:6]([C:8]([F:10])([F:11])[F:9])[CH:5]=[CH:4][C:3]=1[C:12]1[S:13][C:14]([CH2:18][S:19][C:20]2[CH:34]=[CH:33][C:23]([O:24][C:25]([CH3:31])([CH3:32])[C:26]([OH:28])=[O:27])=[C:22]([CH3:35])[CH:21]=2)=[C:15]([CH3:17])[N:16]=1, predict the reactants needed to synthesize it. The reactants are: [F:1][C:2]1[CH:7]=[C:6]([C:8]([F:11])([F:10])[F:9])[CH:5]=[CH:4][C:3]=1[C:12]1[S:13][C:14]([CH2:18][S:19][C:20]2[CH:34]=[CH:33][C:23]([O:24][C:25]([CH3:32])([CH3:31])[C:26]([O:28]CC)=[O:27])=[C:22]([CH3:35])[CH:21]=2)=[C:15]([CH3:17])[N:16]=1.COC1C=CC(N2CCN(CC3N=C(C4C=CC(C(F)(F)F)=CC=4)SC=3CSC3C=CC(OC(C)(C)C(O)=O)=CC=3)CC2)=CC=1. (4) Given the product [Br:1][C:2]1[CH:11]=[C:10]2[C:5](=[CH:4][CH:3]=1)[N:6]([C:27]([O:29][CH3:30])=[O:28])[C@@H:7]([CH3:19])[CH2:8][N:9]2[C:12]([O:14][C:15]([CH3:18])([CH3:17])[CH3:16])=[O:13], predict the reactants needed to synthesize it. The reactants are: [Br:1][C:2]1[CH:11]=[C:10]2[C:5]([NH:6][C@@H:7]([CH3:19])[CH2:8][N:9]2[C:12]([O:14][C:15]([CH3:18])([CH3:17])[CH3:16])=[O:13])=[CH:4][CH:3]=1.N1C=CC=CC=1.Cl[C:27]([O:29][CH3:30])=[O:28]. (5) Given the product [CH2:1]([O:3][C:4]([C:6]1[C:7]2[N:8]([C:16]([CH3:19])=[N:17][N:18]=2)[C:9]([CH:12]([F:14])[F:13])=[CH:10][CH:11]=1)=[O:5])[CH3:2], predict the reactants needed to synthesize it. The reactants are: [CH2:1]([O:3][C:4]([C:6]1[C:7]2[N:8]([C:16]([CH3:19])=[N:17][N:18]=2)[C:9]([C:12](Cl)([F:14])[F:13])=[CH:10][CH:11]=1)=[O:5])[CH3:2].C(O)C.C(N(CC)CC)C. (6) Given the product [O:10]1[CH2:8][CH:9]1[CH2:11][O:7][C:2]1[N:1]=[CH:6][CH:5]=[CH:4][N:3]=1, predict the reactants needed to synthesize it. The reactants are: [NH:1]1[CH:6]=[CH:5][CH:4]=[N:3][C:2]1=[O:7].[CH2:8]1[O:10][CH:9]1[CH2:11]O.[H-].[Na+].